Task: Predict the product of the given reaction.. Dataset: Forward reaction prediction with 1.9M reactions from USPTO patents (1976-2016) (1) The product is: [NH2:9][C:5]1[C:6](=[O:8])[NH:7][C:2]([Cl:1])=[CH:3][CH:4]=1. Given the reactants [Cl:1][C:2]1[N:7]=[C:6]([OH:8])[C:5]([NH:9]C2C(=O)C(=O)C=2NC(C2OC(C)=CC=2)C2(C)COC2)=[CH:4][CH:3]=1.ClC1NC(=O)C([N+]([O-])=O)=CC=1, predict the reaction product. (2) Given the reactants [CH2:1]([N:8]1[CH2:11][CH2:10][CH:9]1[C:12]([OH:14])=O)[C:2]1[CH:7]=[CH:6][CH:5]=[CH:4][CH:3]=1.Cl.[NH2:16][C@H:17]([C:19]1[CH:28]=[CH:27][C:22]([C:23]([O:25][CH3:26])=[O:24])=[CH:21][CH:20]=1)[CH3:18], predict the reaction product. The product is: [CH2:1]([N:8]1[CH2:11][CH2:10][CH:9]1[C:12]([NH:16][C@H:17]([C:19]1[CH:28]=[CH:27][C:22]([C:23]([O:25][CH3:26])=[O:24])=[CH:21][CH:20]=1)[CH3:18])=[O:14])[C:2]1[CH:3]=[CH:4][CH:5]=[CH:6][CH:7]=1. (3) Given the reactants C(OC(=O)[NH:5][C:6]1[C:7]([N+:13]([O-:15])=[O:14])=[N:8][CH:9]=[C:10](Br)[CH:11]=1)C.[CH3:17][O-:18].[Na+].CO, predict the reaction product. The product is: [CH3:17][O:18][C:10]1[CH:11]=[C:6]([NH2:5])[C:7]([N+:13]([O-:15])=[O:14])=[N:8][CH:9]=1. (4) Given the reactants [C:1]([O-:4])([O-])=O.[K+].[K+].[CH2:7]=[CH:8][C:9]1[CH:14]=[CH:13][CH:12]=[CH:11][CH:10]=1.Br[C:16]1[CH:17]=[C:18]([CH:21]=[C:22](Br)[CH:23]=1)[CH:19]=O, predict the reaction product. The product is: [CH:7]([C:16]1[CH:23]=[C:22]([CH:21]=[C:18]([CH:19]=[CH:8][C:9]2[CH:14]=[CH:13][CH:12]=[CH:11][CH:10]=2)[CH:17]=1)[CH:1]=[O:4])=[CH:8][C:9]1[CH:14]=[CH:13][CH:12]=[CH:11][CH:10]=1. (5) The product is: [C:16]([O:7][CH:4]1[CH2:5][CH2:6][CH:1]([OH:8])[CH2:2][CH2:3]1)(=[O:23])[C:17]1[CH:22]=[CH:21][CH:20]=[CH:19][CH:18]=1. Given the reactants [CH:1]1([OH:8])[CH2:6][CH2:5][CH:4]([OH:7])[CH2:3][CH2:2]1.C(N(CC)CC)C.[C:16](Cl)(=[O:23])[C:17]1[CH:22]=[CH:21][CH:20]=[CH:19][CH:18]=1, predict the reaction product.